From a dataset of Full USPTO retrosynthesis dataset with 1.9M reactions from patents (1976-2016). Predict the reactants needed to synthesize the given product. (1) Given the product [C:7]([C:9](=[CH:13][C:14]([CH3:17])([CH3:16])[CH3:15])[C:10]([Cl:4])=[O:11])#[N:8], predict the reactants needed to synthesize it. The reactants are: C(Cl)(=O)C([Cl:4])=O.[C:7]([C:9](=[CH:13][C:14]([CH3:17])([CH3:16])[CH3:15])[C:10](O)=[O:11])#[N:8]. (2) Given the product [C:36]([O:1][NH:2][C:3](=[O:4])[CH2:5][CH:6]([N:21]1[C:29](=[O:30])[C:28]2[C:23](=[CH:24][CH:25]=[CH:26][C:27]=2[NH:31][C:32](=[O:34])[CH3:33])[C:22]1=[O:35])[C:7]1[CH:12]=[CH:11][C:10]([O:13][CH3:14])=[C:9]([O:15][CH:16]2[CH2:20][CH2:19][CH2:18][CH2:17]2)[CH:8]=1)(=[O:38])[CH3:37], predict the reactants needed to synthesize it. The reactants are: [OH:1][NH:2][C:3]([CH2:5][CH:6]([N:21]1[C:29](=[O:30])[C:28]2[C:23](=[CH:24][CH:25]=[CH:26][C:27]=2[NH:31][C:32](=[O:34])[CH3:33])[C:22]1=[O:35])[C:7]1[CH:12]=[CH:11][C:10]([O:13][CH3:14])=[C:9]([O:15][CH:16]2[CH2:20][CH2:19][CH2:18][CH2:17]2)[CH:8]=1)=[O:4].[C:36](OC(=O)C)(=[O:38])[CH3:37]. (3) Given the product [Br:5][C:6]1[CH:18]=[CH:17][C:16]2[C:15]3[C:10](=[CH:11][CH:12]=[CH:13][CH:14]=3)[CH:9]([CH:19]3[C:31]4[CH:30]=[C:29]([C:32]([Cl:3])=[O:34])[CH:28]=[CH:27][C:26]=4[C:25]4[C:20]3=[CH:21][CH:22]=[CH:23][CH:24]=4)[C:8]=2[CH:7]=1, predict the reactants needed to synthesize it. The reactants are: S(Cl)([Cl:3])=O.[Br:5][C:6]1[CH:18]=[CH:17][C:16]2[C:15]3[C:10](=[CH:11][CH:12]=[CH:13][CH:14]=3)[CH:9]([CH:19]3[C:31]4[CH:30]=[C:29]([C:32]([OH:34])=O)[CH:28]=[CH:27][C:26]=4[C:25]4[C:20]3=[CH:21][CH:22]=[CH:23][CH:24]=4)[C:8]=2[CH:7]=1. (4) Given the product [CH3:9][O:10][C:2]1[C:7]([CH3:8])=[CH:6][CH:5]=[CH:4][N:3]=1, predict the reactants needed to synthesize it. The reactants are: F[C:2]1[C:7]([CH3:8])=[CH:6][CH:5]=[CH:4][N:3]=1.[CH3:9][OH:10].C[O-].[Na+]. (5) The reactants are: [CH:1]1([CH2:4][C@H:5]([NH:8][C:9](=[O:18])[O:10][CH2:11]C2C=CC=CC=2)CO)[CH2:3][CH2:2]1.[H-].[Na+]. Given the product [CH:1]1([CH2:4][C@H:5]2[CH2:11][O:10][C:9](=[O:18])[NH:8]2)[CH2:2][CH2:3]1, predict the reactants needed to synthesize it. (6) The reactants are: [C:1]([O:5][C:6]([N:8]1[CH2:13][CH2:12][N:11]([C:14]([O:16][CH2:17][C:18]2[CH:23]=[CH:22][CH:21]=[CH:20][CH:19]=2)=[O:15])[C@H:10]([C:24]2[NH:28][C:27]3[CH:29]=[CH:30][C:31]([C:33]#[CH:34])=[CH:32][C:26]=3[N:25]=2)[CH2:9]1)=[O:7])([CH3:4])([CH3:3])[CH3:2].[CH2:35]([O:42][C:43]([N:45]1[CH2:50][CH2:49][CH2:48][CH2:47][C@H:46]1[C:51]1[NH:55][C:54]2[CH:56]=[CH:57][C:58](I)=[CH:59][C:53]=2[N:52]=1)=[O:44])[C:36]1[CH:41]=[CH:40][CH:39]=[CH:38][CH:37]=1. Given the product [C:1]([O:5][C:6]([N:8]1[CH2:13][CH2:12][N:11]([C:14]([O:16][CH2:17][C:18]2[CH:23]=[CH:22][CH:21]=[CH:20][CH:19]=2)=[O:15])[C@H:10]([C:24]2[NH:28][C:27]3[CH:29]=[CH:30][C:31]([C:33]#[C:34][C:57]4[CH:58]=[CH:59][C:53]5[NH:52][C:51]([C@@H:46]6[CH2:47][CH2:48][CH2:49][CH2:50][N:45]6[C:43]([O:42][CH2:35][C:36]6[CH:41]=[CH:40][CH:39]=[CH:38][CH:37]=6)=[O:44])=[N:55][C:54]=5[CH:56]=4)=[CH:32][C:26]=3[N:25]=2)[CH2:9]1)=[O:7])([CH3:4])([CH3:3])[CH3:2], predict the reactants needed to synthesize it. (7) The reactants are: [Br:1][C:2]1[CH:11]=[CH:10][C:5]2[N:6]=[C:7](Cl)[S:8][C:4]=2[CH:3]=1.[CH3:12][Mg]Br.Cl.C(OCC)(=O)C. Given the product [Br:1][C:2]1[CH:11]=[CH:10][C:5]2[N:6]=[C:7]([CH3:12])[S:8][C:4]=2[CH:3]=1, predict the reactants needed to synthesize it. (8) Given the product [Cl:1][C:2]1[CH:3]=[C:4]([CH:8]2[N:12]([CH:13]3[CH2:14][CH2:15][N:16]([CH2:19][C:20]4[CH:21]=[CH:22][C:23]([O:26][C:27]5[CH:34]=[CH:33][C:30]([C:31]([NH2:32])=[O:42])=[CH:29][CH:28]=5)=[N:24][CH:25]=4)[CH2:17][CH2:18]3)[C:11](=[O:35])[N:10]([C:36]3[CH:37]=[CH:38][CH:39]=[CH:40][CH:41]=3)[CH2:9]2)[CH:5]=[CH:6][CH:7]=1, predict the reactants needed to synthesize it. The reactants are: [Cl:1][C:2]1[CH:3]=[C:4]([CH:8]2[N:12]([CH:13]3[CH2:18][CH2:17][N:16]([CH2:19][C:20]4[CH:21]=[CH:22][C:23]([O:26][C:27]5[CH:34]=[CH:33][C:30]([C:31]#[N:32])=[CH:29][CH:28]=5)=[N:24][CH:25]=4)[CH2:15][CH2:14]3)[C:11](=[O:35])[N:10]([C:36]3[CH:41]=[CH:40][CH:39]=[CH:38][CH:37]=3)[CH2:9]2)[CH:5]=[CH:6][CH:7]=1.[OH-:42].[Na+].